Dataset: Reaction yield outcomes from USPTO patents with 853,638 reactions. Task: Predict the reaction yield, written as a fraction of the theoretical maximum amount of product (1.0 means a 100% yield; for example, 0.34 means a 34% yield). (1) The reactants are C(OC(=O)[NH:7][CH:8]1[CH2:13][CH2:12][CH:11]([NH:14][C:15]2[N:20]=[CH:19][N:18]=[C:17]3[N:21]([C:24]4[CH:29]=[CH:28][C:27]([S:30]([CH3:33])(=[O:32])=[O:31])=[CH:26][CH:25]=4)[N:22]=[CH:23][C:16]=23)[CH2:10][CH2:9]1)(C)(C)C. The catalyst is Cl.O1CCOCC1. The product is [CH3:33][S:30]([C:27]1[CH:28]=[CH:29][C:24]([N:21]2[C:17]3=[N:18][CH:19]=[N:20][C:15]([NH:14][CH:11]4[CH2:12][CH2:13][CH:8]([NH2:7])[CH2:9][CH2:10]4)=[C:16]3[CH:23]=[N:22]2)=[CH:25][CH:26]=1)(=[O:32])=[O:31]. The yield is 1.00. (2) The reactants are Br[C:2]1[CH:3]=[CH:4][C:5]([NH:13][C:14]2[C:19]([C:20]([F:23])([F:22])[F:21])=[CH:18][N:17]=[C:16]([NH:24][C:25]3[CH:39]=[CH:38][C:28]([CH2:29][P:30](=[O:37])([O:34][CH2:35][CH3:36])[O:31][CH2:32][CH3:33])=[CH:27][CH:26]=3)[N:15]=2)=[C:6]2[C:10]=1[CH2:9][N:8]([CH3:11])[C:7]2=[O:12].[CH3:40][O:41][CH2:42][CH2:43][N:44]1[CH:48]=[C:47](B2OC(C)(C)C(C)(C)O2)[CH:46]=[N:45]1.C(=O)([O-])[O-].[K+].[K+].ClCCl. The catalyst is C1C=CC(P(C2C=CC=CC=2)[C-]2C=CC=C2)=CC=1.C1C=CC(P(C2C=CC=CC=2)[C-]2C=CC=C2)=CC=1.Cl[Pd]Cl.[Fe+2].O.O1CCOCC1. The product is [CH3:40][O:41][CH2:42][CH2:43][N:44]1[CH:48]=[C:47]([C:2]2[CH:3]=[CH:4][C:5]([NH:13][C:14]3[C:19]([C:20]([F:21])([F:22])[F:23])=[CH:18][N:17]=[C:16]([NH:24][C:25]4[CH:39]=[CH:38][C:28]([CH2:29][P:30](=[O:37])([O:34][CH2:35][CH3:36])[O:31][CH2:32][CH3:33])=[CH:27][CH:26]=4)[N:15]=3)=[C:6]3[C:10]=2[CH2:9][N:8]([CH3:11])[C:7]3=[O:12])[CH:46]=[N:45]1. The yield is 0.196. (3) The reactants are [Cl:1][CH2:2][CH2:3][C:4]1[CH:12]=[CH:11][C:7]([C:8](O)=[O:9])=[CH:6][CH:5]=1.S(=O)(=O)(O)O. The catalyst is C1COCC1.ClCCl.[O-2].[O-2].[Mn+4]. The product is [Cl:1][CH2:2][CH2:3][C:4]1[CH:12]=[CH:11][C:7]([CH:8]=[O:9])=[CH:6][CH:5]=1. The yield is 0.910. (4) The yield is 0.620. The product is [C:1]([Si:5]([CH3:32])([CH3:31])[O:6][CH2:7][CH2:8][N:9]1[CH2:14][CH2:13][N:12]([CH2:15][C:16]2[CH:21]=[CH:20][C:19]([NH:22][C:49]([C:38]3[N:39]([CH2:41][O:42][CH2:43][CH2:44][Si:45]([CH3:48])([CH3:47])[CH3:46])[CH:40]=[C:36]([C:34]#[N:35])[N:37]=3)=[O:50])=[C:18]([C:23]3[CH2:28][CH2:27][C:26]([CH3:30])([CH3:29])[CH2:25][CH:24]=3)[CH:17]=2)[CH2:11][CH2:10]1)([CH3:4])([CH3:3])[CH3:2]. The catalyst is C(Cl)Cl. The reactants are [C:1]([Si:5]([CH3:32])([CH3:31])[O:6][CH2:7][CH2:8][N:9]1[CH2:14][CH2:13][N:12]([CH2:15][C:16]2[CH:21]=[CH:20][C:19]([NH2:22])=[C:18]([C:23]3[CH2:28][CH2:27][C:26]([CH3:30])([CH3:29])[CH2:25][CH:24]=3)[CH:17]=2)[CH2:11][CH2:10]1)([CH3:4])([CH3:3])[CH3:2].[K+].[C:34]([C:36]1[N:37]=[C:38]([C:49]([O-])=[O:50])[N:39]([CH2:41][O:42][CH2:43][CH2:44][Si:45]([CH3:48])([CH3:47])[CH3:46])[CH:40]=1)#[N:35].C1CN([P+](Br)(N2CCCC2)N2CCCC2)CC1.F[P-](F)(F)(F)(F)F.CCN(C(C)C)C(C)C.